This data is from Forward reaction prediction with 1.9M reactions from USPTO patents (1976-2016). The task is: Predict the product of the given reaction. (1) The product is: [Cl:1][CH2:2][C:3]([NH:5][C:6]1[CH:7]=[N:8][C:9]([C:12]2[N:13]=[C:17]([CH3:18])[O:15][N:14]=2)=[CH:10][CH:11]=1)=[O:4]. Given the reactants [Cl:1][CH2:2][C:3]([NH:5][C:6]1[CH:7]=[N:8][C:9]([C:12](=[N:14][OH:15])[NH2:13])=[CH:10][CH:11]=1)=[O:4].N.[C:17](OC(=O)C)(=O)[CH3:18], predict the reaction product. (2) The product is: [C:1]([N:58]1[CH2:59][CH2:60][N:55]([CH2:54][C:51]2[CH:50]=[CH:49][C:48]([C:40]3[NH:41][C:42](=[O:47])[C:43]4[C:38]([CH:39]=3)=[C:37]([CH3:36])[CH:46]=[CH:45][CH:44]=4)=[CH:53][CH:52]=2)[CH2:56][CH2:57]1)(=[O:3])[CH3:2]. Given the reactants [C:1](O)(=[O:3])[CH3:2].CN(C(ON1N=NC2C=CC=CC1=2)=[N+](C)C)C.[B-](F)(F)(F)F.C(N(CC)C(C)C)(C)C.[CH3:36][C:37]1[CH:46]=[CH:45][CH:44]=[C:43]2[C:38]=1[CH:39]=[C:40]([C:48]1[CH:53]=[CH:52][C:51]([CH2:54][N:55]3[CH2:60][CH2:59][NH:58][CH2:57][CH2:56]3)=[CH:50][CH:49]=1)[NH:41][C:42]2=[O:47], predict the reaction product. (3) The product is: [CH3:22][N:23]([CH2:2][C:3]1[CH:4]=[C:5]([C:9]2[O:10][C:11]3[C:17]([C:18]([O:20][CH3:21])=[O:19])=[CH:16][CH:15]=[CH:14][C:12]=3[N:13]=2)[CH:6]=[CH:7][CH:8]=1)[CH3:24]. Given the reactants Br[CH2:2][C:3]1[CH:4]=[C:5]([C:9]2[O:10][C:11]3[C:17]([C:18]([O:20][CH3:21])=[O:19])=[CH:16][CH:15]=[CH:14][C:12]=3[N:13]=2)[CH:6]=[CH:7][CH:8]=1.[CH3:22][NH:23][CH3:24], predict the reaction product. (4) Given the reactants [C:1](Cl)(=[O:3])[CH3:2].[NH:5]1[CH2:10][CH:9]=[C:8]([C:11]2[CH:16]=[CH:15][C:14]([NH:17][C:18]([N:20]3[CH2:28][C:27]4[C:22](=[CH:23][CH:24]=[CH:25][CH:26]=4)[CH2:21]3)=[O:19])=[CH:13][CH:12]=2)[CH2:7][CH2:6]1.N[C:30]1[CH:31]=[C:32]2[C:36](=CC=1)[CH2:35]N(C(NC1C=CC(C(=O)NCCC)=CC=1)=O)[CH2:33]2, predict the reaction product. The product is: [CH3:33][C:32]1[CH:36]=[CH:35][C:2]([C:1]([N:5]2[CH2:6][CH:7]=[C:8]([C:11]3[CH:16]=[CH:15][C:14]([NH:17][C:18]([N:20]4[CH2:21][C:22]5[C:27](=[CH:26][CH:25]=[CH:24][CH:23]=5)[CH2:28]4)=[O:19])=[CH:13][CH:12]=3)[CH2:9][CH2:10]2)=[O:3])=[CH:30][CH:31]=1.